This data is from Full USPTO retrosynthesis dataset with 1.9M reactions from patents (1976-2016). The task is: Predict the reactants needed to synthesize the given product. The reactants are: [C:1]([C:3]([C:6]1[CH:7]=[C:8]([CH:35]=[CH:36][CH:37]=1)[C:9]([NH:11][C:12]1[CH:17]=[CH:16][C:15]([CH3:18])=[C:14]([N:19]2[C:28](=[O:29])[C:27]3[C:22](=[CH:23][CH:24]=[C:25]([C:30]#[C:31][CH2:32][NH:33][CH3:34])[CH:26]=3)[N:21]=[CH:20]2)[CH:13]=1)=[O:10])([CH3:5])[CH3:4])#[N:2].[H][H]. Given the product [C:1]([C:3]([C:6]1[CH:7]=[C:8]([CH:35]=[CH:36][CH:37]=1)[C:9]([NH:11][C:12]1[CH:17]=[CH:16][C:15]([CH3:18])=[C:14]([N:19]2[C:28](=[O:29])[C:27]3[C:22](=[CH:23][CH:24]=[C:25]([CH2:30][CH2:31][CH2:32][NH:33][CH3:34])[CH:26]=3)[N:21]=[CH:20]2)[CH:13]=1)=[O:10])([CH3:5])[CH3:4])#[N:2], predict the reactants needed to synthesize it.